This data is from Retrosynthesis with 50K atom-mapped reactions and 10 reaction types from USPTO. The task is: Predict the reactants needed to synthesize the given product. Given the product N#Cc1ccc(N(Cc2csc3cc(O)ccc23)n2ccnc2)cc1, predict the reactants needed to synthesize it. The reactants are: COc1ccc2c(CN(c3ccc(C#N)cc3)n3ccnc3)csc2c1.